From a dataset of Forward reaction prediction with 1.9M reactions from USPTO patents (1976-2016). Predict the product of the given reaction. (1) Given the reactants [C:1]([C:3]1[C:11]2[C:6](=[CH:7][CH:8]=[C:9]([C@@H:12]3[CH2:16][CH2:15][CH2:14][C@H:13]3[C:17]([OH:19])=O)[CH:10]=2)[NH:5][CH:4]=1)#[N:2].Cl.[CH3:21][NH:22][O:23][CH3:24].Cl.CN(C)CCCN=C=NCC.C(N(CC)CC)C, predict the reaction product. The product is: [CH3:24][O:23][N:22]([CH3:21])[C:17]([C@@H:13]1[CH2:14][CH2:15][CH2:16][C@H:12]1[C:9]1[CH:10]=[C:11]2[C:6](=[CH:7][CH:8]=1)[NH:5][CH:4]=[C:3]2[C:1]#[N:2])=[O:19]. (2) Given the reactants C(=O)([O-])[O-].[Cs+].[Cs+].[C:7]([O:11][C:12]([C:14]1[N:15]=[CH:16][S:17][CH:18]=1)=[O:13])([CH3:10])([CH3:9])[CH3:8].C1(P(C2C=CC=CC=2)C2C3OC4C(=CC=CC=4P(C4C=CC=CC=4)C4C=CC=CC=4)C(C)(C)C=3C=CC=2)C=CC=CC=1.Br[C:62]1[CH:63]=[N:64][C:65]([C:68]2[CH:73]=[CH:72][CH:71]=[CH:70][CH:69]=2)=[N:66][CH:67]=1, predict the reaction product. The product is: [C:68]1([C:65]2[N:64]=[CH:63][C:62]([C:16]3[S:17][CH:18]=[C:14]([C:12]([O:11][C:7]([CH3:10])([CH3:8])[CH3:9])=[O:13])[N:15]=3)=[CH:67][N:66]=2)[CH:69]=[CH:70][CH:71]=[CH:72][CH:73]=1. (3) Given the reactants [CH3:1][O:2][C:3]1[CH:4]=[C:5]2[C:10](=[CH:11][C:12]=1[O:13][CH3:14])[N:9]=[CH:8][CH:7]=[C:6]2[O:15][C:16]1[C:22]([CH3:23])=[CH:21][C:19]([NH2:20])=[C:18]([CH3:24])[CH:17]=1.Cl[C:26](Cl)([O:28][C:29](=[O:35])OC(Cl)(Cl)Cl)Cl.[CH3:37][N:38]1[CH2:43]C[CH2:41][CH:40](O)[CH2:39]1.C(=O)(O)[O-].[Na+], predict the reaction product. The product is: [CH3:1][O:2][C:3]1[CH:4]=[C:5]2[C:10](=[CH:11][C:12]=1[O:13][CH3:14])[N:9]=[CH:8][CH:7]=[C:6]2[O:15][C:16]1[C:22]([CH3:23])=[CH:21][C:19]([NH:20][C:29](=[O:35])[O:28][CH:26]2[CH2:41][CH2:40][CH2:39][N:38]([CH3:43])[CH2:37]2)=[C:18]([CH3:24])[CH:17]=1. (4) Given the reactants [O:1]1[C:5]([C:6]2[CH:15]=[CH:14][C:9]([C:10]([O:12]C)=[O:11])=[CH:8][CH:7]=2)=[CH:4][N:3]=[CH:2]1, predict the reaction product. The product is: [O:1]1[C:5]([C:6]2[CH:7]=[CH:8][C:9]([C:10]([OH:12])=[O:11])=[CH:14][CH:15]=2)=[CH:4][N:3]=[CH:2]1.